Regression. Given two drug SMILES strings and cell line genomic features, predict the synergy score measuring deviation from expected non-interaction effect. From a dataset of NCI-60 drug combinations with 297,098 pairs across 59 cell lines. (1) Drug 1: C1C(C(OC1N2C=C(C(=O)NC2=O)F)CO)O. Drug 2: CC1C(C(CC(O1)OC2CC(CC3=C2C(=C4C(=C3O)C(=O)C5=C(C4=O)C(=CC=C5)OC)O)(C(=O)CO)O)N)O.Cl. Cell line: NCI-H522. Synergy scores: CSS=32.7, Synergy_ZIP=-1.63, Synergy_Bliss=-1.44, Synergy_Loewe=-2.51, Synergy_HSA=0.500. (2) Drug 1: CC12CCC3C(C1CCC2O)C(CC4=C3C=CC(=C4)O)CCCCCCCCCS(=O)CCCC(C(F)(F)F)(F)F. Drug 2: COCCOC1=C(C=C2C(=C1)C(=NC=N2)NC3=CC=CC(=C3)C#C)OCCOC.Cl. Cell line: RPMI-8226. Synergy scores: CSS=-5.20, Synergy_ZIP=2.34, Synergy_Bliss=0.859, Synergy_Loewe=-4.83, Synergy_HSA=-3.88. (3) Drug 1: C1=CC(=CC=C1CC(C(=O)O)N)N(CCCl)CCCl.Cl. Drug 2: C1CN1P(=S)(N2CC2)N3CC3. Cell line: NCI-H226. Synergy scores: CSS=8.49, Synergy_ZIP=-2.61, Synergy_Bliss=-0.0162, Synergy_Loewe=-1.66, Synergy_HSA=-1.10. (4) Drug 1: CC12CCC(CC1=CCC3C2CCC4(C3CC=C4C5=CN=CC=C5)C)O. Drug 2: C1=NC2=C(N=C(N=C2N1C3C(C(C(O3)CO)O)O)F)N. Cell line: MDA-MB-435. Synergy scores: CSS=9.13, Synergy_ZIP=-2.08, Synergy_Bliss=-4.86, Synergy_Loewe=-8.70, Synergy_HSA=-5.38. (5) Drug 1: CC(C1=C(C=CC(=C1Cl)F)Cl)OC2=C(N=CC(=C2)C3=CN(N=C3)C4CCNCC4)N. Drug 2: CCCCC(=O)OCC(=O)C1(CC(C2=C(C1)C(=C3C(=C2O)C(=O)C4=C(C3=O)C=CC=C4OC)O)OC5CC(C(C(O5)C)O)NC(=O)C(F)(F)F)O. Cell line: SK-MEL-5. Synergy scores: CSS=-5.39, Synergy_ZIP=3.29, Synergy_Bliss=0.906, Synergy_Loewe=-3.77, Synergy_HSA=-4.53. (6) Drug 1: CC(C1=C(C=CC(=C1Cl)F)Cl)OC2=C(N=CC(=C2)C3=CN(N=C3)C4CCNCC4)N. Drug 2: CC1OCC2C(O1)C(C(C(O2)OC3C4COC(=O)C4C(C5=CC6=C(C=C35)OCO6)C7=CC(=C(C(=C7)OC)O)OC)O)O. Cell line: NCI-H322M. Synergy scores: CSS=2.41, Synergy_ZIP=-1.18, Synergy_Bliss=-0.709, Synergy_Loewe=-2.42, Synergy_HSA=-2.46. (7) Synergy scores: CSS=26.7, Synergy_ZIP=-2.74, Synergy_Bliss=-2.74, Synergy_Loewe=-3.85, Synergy_HSA=0.357. Drug 2: CCC1=CC2CC(C3=C(CN(C2)C1)C4=CC=CC=C4N3)(C5=C(C=C6C(=C5)C78CCN9C7C(C=CC9)(C(C(C8N6C)(C(=O)OC)O)OC(=O)C)CC)OC)C(=O)OC.C(C(C(=O)O)O)(C(=O)O)O. Cell line: UO-31. Drug 1: C1=CC(=CC=C1CCC2=CNC3=C2C(=O)NC(=N3)N)C(=O)NC(CCC(=O)O)C(=O)O. (8) Drug 1: COC1=CC(=CC(=C1O)OC)C2C3C(COC3=O)C(C4=CC5=C(C=C24)OCO5)OC6C(C(C7C(O6)COC(O7)C8=CC=CS8)O)O. Drug 2: CS(=O)(=O)OCCCCOS(=O)(=O)C. Cell line: U251. Synergy scores: CSS=51.6, Synergy_ZIP=0.600, Synergy_Bliss=2.22, Synergy_Loewe=-9.21, Synergy_HSA=5.41. (9) Synergy scores: CSS=19.6, Synergy_ZIP=-0.725, Synergy_Bliss=2.71, Synergy_Loewe=1.00, Synergy_HSA=2.60. Cell line: HL-60(TB). Drug 1: CC1=C(N=C(N=C1N)C(CC(=O)N)NCC(C(=O)N)N)C(=O)NC(C(C2=CN=CN2)OC3C(C(C(C(O3)CO)O)O)OC4C(C(C(C(O4)CO)O)OC(=O)N)O)C(=O)NC(C)C(C(C)C(=O)NC(C(C)O)C(=O)NCCC5=NC(=CS5)C6=NC(=CS6)C(=O)NCCC[S+](C)C)O. Drug 2: C1C(C(OC1N2C=NC3=C2NC=NCC3O)CO)O.